Dataset: Reaction yield outcomes from USPTO patents with 853,638 reactions. Task: Predict the reaction yield, written as a fraction of the theoretical maximum amount of product (1.0 means a 100% yield; for example, 0.34 means a 34% yield). (1) The reactants are [NH:1]1[C:9]2[CH:8]=[CH:7]N=C[C:4]=2[CH:3]=[C:2]1[CH:10]=[O:11].[C-:12]#[N:13].[Na+].[CH3:15][OH:16]. The catalyst is [O-2].[O-2].[Mn+4]. The product is [CH3:15][O:16][C:10]([C:2]1[NH:1][C:9]2[CH:8]=[CH:7][N:13]=[CH:12][C:4]=2[CH:3]=1)=[O:11]. The yield is 0.840. (2) The yield is 0.790. No catalyst specified. The product is [CH3:52][N:60]([CH2:45][CH2:44][NH:41][CH:2]([CH2:3][C:4]([O:6][CH2:7][CH2:8][C:9]([F:21])([F:20])[C:10]([F:18])([F:19])[C:11]([F:17])([F:16])[C:12]([F:15])([F:14])[F:13])=[O:5])[C:1]([O:23][CH2:24][CH2:25][C:26]([F:37])([F:38])[C:27]([F:35])([F:36])[C:28]([F:33])([F:34])[C:29]([F:32])([F:31])[F:30])=[O:22])[CH3:58]. The reactants are [C:1]([O:23][CH2:24][CH2:25][C:26]([F:38])([F:37])[C:27]([F:36])([F:35])[C:28]([F:34])([F:33])[C:29]([F:32])([F:31])[F:30])(=[O:22])[CH2:2][CH2:3][C:4]([O:6][CH2:7][CH2:8][C:9]([F:21])([F:20])[C:10]([F:19])([F:18])[C:11]([F:17])([F:16])[C:12]([F:15])([F:14])[F:13])=[O:5].CN[N:41]([CH2:44][CH3:45])NC.C(=O)([O-])[O-].[K+].[K+].[C:52](OCC)(=O)C.[C:58](#[N:60])C. (3) The reactants are [CH3:1][S:2][C:3]1[N:8]=[C:7]([CH2:9][C:10]([C:12]2[CH:19]=[CH:18][C:15]([C:16]#[N:17])=[CH:14][CH:13]=2)=[O:11])[CH:6]=[CH:5][N:4]=1.[H-].[Na+].[Br:22][C:23]1[CH:28]=[CH:27][C:26]([N+:29]([O-:31])=[O:30])=[C:25](F)[CH:24]=1. The catalyst is CS(C)=O. The product is [Br:22][C:23]1[CH:24]=[CH:25][C:26]([N+:29]([O-:31])=[O:30])=[C:27]([CH:9]([C:7]2[CH:6]=[CH:5][N:4]=[C:3]([S:2][CH3:1])[N:8]=2)[C:10]([C:12]2[CH:13]=[CH:14][C:15]([C:16]#[N:17])=[CH:18][CH:19]=2)=[O:11])[CH:28]=1. The yield is 0.904.